This data is from Catalyst prediction with 721,799 reactions and 888 catalyst types from USPTO. The task is: Predict which catalyst facilitates the given reaction. (1) Reactant: [CH3:1][C@@H:2]1[CH2:7][NH:6][CH2:5][CH2:4][NH:3]1.[CH2:8](Cl)[C:9]1[CH:14]=[CH:13][CH:12]=[CH:11][CH:10]=1.C(=O)([O-])[O-].[K+].[K+]. Product: [CH2:8]([N:6]1[CH2:5][CH2:4][NH:3][C@H:2]([CH3:1])[CH2:7]1)[C:9]1[CH:14]=[CH:13][CH:12]=[CH:11][CH:10]=1. The catalyst class is: 494. (2) Reactant: [CH:1]12[CH2:7][CH:4]([CH:5]=[CH:6]1)[C:3](=[O:8])[NH:2]2.[C:9](=O)([O:15]C(C)(C)C)[O:10][C:11]([CH3:14])([CH3:13])[CH3:12]. Product: [O:8]=[C:3]1[C@@H:4]2[CH2:7][C@@H:1]([CH:6]=[CH:5]2)[N:2]1[C:9]([O:10][C:11]([CH3:14])([CH3:13])[CH3:12])=[O:15]. The catalyst class is: 453. (3) Reactant: [CH:1]1([NH:7][C:8](=[O:28])[CH2:9][C:10]2[CH:15]=[C:14]([I:16])[C:13]([O:17][C:18]3[CH:23]=[C:22]([I:24])[C:21]([OH:25])=[C:20]([I:26])[CH:19]=3)=[C:12]([I:27])[CH:11]=2)[CH2:6][CH2:5][CH2:4][CH2:3][CH2:2]1.C([O-])([O-])=O.[Cs+].[Cs+].[CH2:35]([CH:37]1[O:39][CH2:38]1)Br.CCOC(C)=O. Product: [CH:1]1([NH:7][C:8](=[O:28])[CH2:9][C:10]2[CH:15]=[C:14]([I:16])[C:13]([O:17][C:18]3[CH:23]=[C:22]([I:24])[C:21]([O:25][CH2:35][CH:37]4[CH2:38][O:39]4)=[C:20]([I:26])[CH:19]=3)=[C:12]([I:27])[CH:11]=2)[CH2:2][CH2:3][CH2:4][CH2:5][CH2:6]1. The catalyst class is: 12. (4) Reactant: C(OC([CH:6]1[C:11](=[O:12])[CH2:10][CH2:9][N:8]([CH:13]2[CH2:18][CH2:17][CH2:16][CH2:15][CH2:14]2)[C:7]1=[O:19])=O)C.O. Product: [CH:13]1([N:8]2[CH2:9][CH2:10][C:11](=[O:12])[CH2:6][C:7]2=[O:19])[CH2:18][CH2:17][CH2:16][CH2:15][CH2:14]1. The catalyst class is: 463. (5) Reactant: [Br:1][C:2]1[CH:7]=[CH:6][CH:5]=[C:4]([CH3:8])[N:3]=1.C1C(=O)N([Br:16])C(=O)C1.C(OOC(=O)C1C=CC=CC=1)(=O)C1C=CC=CC=1. Product: [Br:1][C:2]1[CH:7]=[CH:6][CH:5]=[C:4]([CH2:8][Br:16])[N:3]=1. The catalyst class is: 53. (6) Reactant: C(O[C:4](=O)[CH2:5][C:6]1[CH:11]=[CH:10][C:9]([Br:12])=[CH:8][CH:7]=1)C.[H-].[Na+].[C:16]([O:20][C:21](=[O:27])[NH:22][CH2:23][CH2:24][CH2:25]Br)([CH3:19])([CH3:18])[CH3:17]. Product: [CH2:16]([O:20][C:21](=[O:27])[CH2:4][CH:5]([C:6]1[CH:7]=[CH:8][C:9]([Br:12])=[CH:10][CH:11]=1)[CH2:25][CH2:24][CH2:23][NH:22][C:21]([O:20][C:16]([CH3:19])([CH3:18])[CH3:17])=[O:27])[CH3:17]. The catalyst class is: 16. (7) Reactant: [Br:1][C:2]1[C:7](=[O:8])[N:6]([CH3:9])[NH:5][C:4](=[O:10])[CH:3]=1.C1C=CC(P(C2C=CC=CC=2)C2C=CC=CC=2)=CC=1.[CH3:30][N:31]1[C:39]2[C:34](=[CH:35][CH:36]=[CH:37][CH:38]=2)[C:33]([C@H:40]2[CH2:42][C@@H:41]2[CH2:43]O)=[N:32]1.CC(OC(/N=N/C(OC(C)C)=O)=O)C. Product: [Br:1][C:2]1[C:7](=[O:8])[N:6]([CH3:9])[N:5]=[C:4]([O:10][CH2:43][C@H:41]2[CH2:42][C@@H:40]2[C:33]2[C:34]3[C:39](=[CH:38][CH:37]=[CH:36][CH:35]=3)[N:31]([CH3:30])[N:32]=2)[CH:3]=1. The catalyst class is: 1. (8) Reactant: CN([CH:4]=[O:5])C.[Cl:6][C:7]1[CH:12]=[CH:11][C:10](O)=[CH:9][C:8]=1[F:14].C([O-])([O-])=O.[K+].[K+].CI. Product: [Cl:6][C:7]1[CH:12]=[CH:11][C:10]([O:5][CH3:4])=[CH:9][C:8]=1[F:14]. The catalyst class is: 6. (9) Reactant: [CH3:1][C:2]1[C:6]2[CH:7]=[CH:8][C:9]([C:11]([F:14])([F:13])[F:12])=[CH:10][C:5]=2[S:4][C:3]=1[CH:15]=[CH:16][C:17]([C:19]1[CH:24]=[CH:23][C:22]([CH:25]=[CH:26][C:27]([O:29][CH3:30])=[O:28])=[C:21]([CH3:31])[CH:20]=1)=[O:18].C1COCC1. Product: [CH3:1][C:2]1[C:6]2[CH:7]=[CH:8][C:9]([C:11]([F:13])([F:14])[F:12])=[CH:10][C:5]=2[S:4][C:3]=1[CH2:15][CH2:16][C:17]([C:19]1[CH:24]=[CH:23][C:22]([CH2:25][CH2:26][C:27]([O:29][CH3:30])=[O:28])=[C:21]([CH3:31])[CH:20]=1)=[O:18]. The catalyst class is: 129.